Predict which catalyst facilitates the given reaction. From a dataset of Catalyst prediction with 721,799 reactions and 888 catalyst types from USPTO. (1) Reactant: [Li]CCCC.CC1(C)CCCC(C)(C)N1.[CH:16]1([C@H:20]([NH:22][C:23]2[N:31]=[C:30]([C:32]#[N:33])[N:29]=[C:28]3[C:24]=2[N:25]([CH2:34][C@H:35]2[CH2:40][CH2:39][C@H:38]([CH3:41])[CH2:37][CH2:36]2)[CH:26]=[N:27]3)[CH3:21])[CH2:19][CH2:18][CH2:17]1.[F:42][C:43]1[CH:48]=[CH:47][CH:46]=[CH:45][C:44]=1[C:49](=[O:51])[CH3:50]. Product: [CH:16]1([C@H:20]([NH:22][C:23]2[N:31]=[C:30]([C:32]#[N:33])[N:29]=[C:28]3[C:24]=2[N:25]([CH2:34][C@H:35]2[CH2:36][CH2:37][C@H:38]([CH3:41])[CH2:39][CH2:40]2)[C:26]([C:49]([C:44]2[CH:45]=[CH:46][CH:47]=[CH:48][C:43]=2[F:42])([OH:51])[CH3:50])=[N:27]3)[CH3:21])[CH2:19][CH2:18][CH2:17]1. The catalyst class is: 1. (2) Reactant: [F:1][C:2]1[CH:7]=[CH:6][C:5]([C:8]2[N:9]=[CH:10][N:11]3[C:20]=2[CH:19]=[C:18]2[C@@:13]([CH3:32])([C@@H:14]([C:21]([C:23]4[S:27][C:26]([C:28]([O:30]C)=[O:29])=[CH:25][CH:24]=4)=[O:22])[CH2:15][CH2:16][CH2:17]2)[CH2:12]3)=[CH:4][CH:3]=1.[OH-].[Na+].Cl.C(O)(=O)CC(CC(O)=O)(C(O)=O)O. Product: [F:1][C:2]1[CH:7]=[CH:6][C:5]([C:8]2[N:9]=[CH:10][N:11]3[C:20]=2[CH:19]=[C:18]2[C@@:13]([CH3:32])([C@@H:14]([C:21]([C:23]4[S:27][C:26]([C:28]([OH:30])=[O:29])=[CH:25][CH:24]=4)=[O:22])[CH2:15][CH2:16][CH2:17]2)[CH2:12]3)=[CH:4][CH:3]=1. The catalyst class is: 24. (3) Reactant: Cl.CN(C)CCCN=C=NCC.[C:13]([OH:21])(=O)[CH2:14][CH2:15][CH2:16][CH2:17][CH2:18][CH3:19].[N+:22]([C:25]1[CH:26]=[C:27]([CH:31]=[CH:32][CH:33]=1)[CH2:28][CH2:29][NH2:30])([O-:24])=[O:23].C(Cl)Cl. Product: [N+:22]([C:25]1[CH:26]=[C:27]([CH2:28][CH2:29][NH:30][C:13](=[O:21])[CH2:14][CH2:15][CH2:16][CH2:17][CH2:18][CH3:19])[CH:31]=[CH:32][CH:33]=1)([O-:24])=[O:23]. The catalyst class is: 28. (4) Reactant: C[O:2][C:3](=[O:30])[C:4]1[CH:9]=[C:8]([Cl:10])[CH:7]=[CH:6][C:5]=1/[CH:11]=[CH:12]/[C:13]([N:15]1[CH2:20][CH2:19][N:18]([CH2:21][C:22]2[CH:27]=[CH:26][C:25]([F:28])=[CH:24][CH:23]=2)[CH2:17][CH:16]1[CH3:29])=[O:14].CO.[OH-].[Na+].Cl. Product: [Cl:10][C:8]1[CH:7]=[CH:6][C:5](/[CH:11]=[CH:12]/[C:13]([N:15]2[CH2:20][CH2:19][N:18]([CH2:21][C:22]3[CH:23]=[CH:24][C:25]([F:28])=[CH:26][CH:27]=3)[CH2:17][CH:16]2[CH3:29])=[O:14])=[C:4]([CH:9]=1)[C:3]([OH:30])=[O:2]. The catalyst class is: 6. (5) Reactant: [CH3:1][S:2][C:3]1[CH:10]=[CH:9][C:6](C=O)=[CH:5][CH:4]=1.[CH:11](OC)([O:14][CH3:15])[O:12][CH3:13].CC1C=CC(S(O)(=O)=O)=CC=1.C[O-].[Na+]. Product: [CH3:13][O:12][CH:11]([C:6]1[CH:9]=[CH:10][C:3]([S:2][CH3:1])=[CH:4][CH:5]=1)[O:14][CH3:15]. The catalyst class is: 5.